This data is from Full USPTO retrosynthesis dataset with 1.9M reactions from patents (1976-2016). The task is: Predict the reactants needed to synthesize the given product. Given the product [ClH:1].[NH:10]1[CH2:15][CH2:14][N:13]([C:4]2[C:5](=[O:9])[N:6]([CH3:8])[N:7]=[CH:2][CH:3]=2)[CH2:12][CH2:11]1, predict the reactants needed to synthesize it. The reactants are: [Cl:1][C:2]1[CH:3]=[CH:4][C:5](=[O:9])[N:6]([CH3:8])[N:7]=1.[NH:10]1[CH2:15][CH2:14][NH:13][CH2:12][CH2:11]1.N1C=CC=CC=1.Cl.